From a dataset of NCI-60 drug combinations with 297,098 pairs across 59 cell lines. Regression. Given two drug SMILES strings and cell line genomic features, predict the synergy score measuring deviation from expected non-interaction effect. (1) Drug 1: CC1=C(C(=CC=C1)Cl)NC(=O)C2=CN=C(S2)NC3=CC(=NC(=N3)C)N4CCN(CC4)CCO. Drug 2: CC1CCCC2(C(O2)CC(NC(=O)CC(C(C(=O)C(C1O)C)(C)C)O)C(=CC3=CSC(=N3)C)C)C. Cell line: KM12. Synergy scores: CSS=47.4, Synergy_ZIP=5.50, Synergy_Bliss=1.62, Synergy_Loewe=-11.5, Synergy_HSA=2.63. (2) Drug 1: C(CC(=O)O)C(=O)CN.Cl. Drug 2: CC(C)CN1C=NC2=C1C3=CC=CC=C3N=C2N. Cell line: SF-268. Synergy scores: CSS=16.6, Synergy_ZIP=-6.13, Synergy_Bliss=3.26, Synergy_Loewe=1.35, Synergy_HSA=0.980. (3) Drug 2: CC1=C2C(C(=O)C3(C(CC4C(C3C(C(C2(C)C)(CC1OC(=O)C(C(C5=CC=CC=C5)NC(=O)OC(C)(C)C)O)O)OC(=O)C6=CC=CC=C6)(CO4)OC(=O)C)O)C)O. Drug 1: C1=CC(=C2C(=C1NCCNCCO)C(=O)C3=C(C=CC(=C3C2=O)O)O)NCCNCCO. Synergy scores: CSS=46.8, Synergy_ZIP=0.717, Synergy_Bliss=0.944, Synergy_Loewe=-0.616, Synergy_HSA=5.37. Cell line: UACC62. (4) Drug 1: C1CCN(CC1)CCOC2=CC=C(C=C2)C(=O)C3=C(SC4=C3C=CC(=C4)O)C5=CC=C(C=C5)O. Drug 2: CC1OCC2C(O1)C(C(C(O2)OC3C4COC(=O)C4C(C5=CC6=C(C=C35)OCO6)C7=CC(=C(C(=C7)OC)O)OC)O)O. Cell line: NCIH23. Synergy scores: CSS=35.5, Synergy_ZIP=2.51, Synergy_Bliss=0.903, Synergy_Loewe=-16.4, Synergy_HSA=-1.18. (5) Drug 1: CC1=C2C(C(=O)C3(C(CC4C(C3C(C(C2(C)C)(CC1OC(=O)C(C(C5=CC=CC=C5)NC(=O)OC(C)(C)C)O)O)OC(=O)C6=CC=CC=C6)(CO4)OC(=O)C)O)C)O. Drug 2: C(CN)CNCCSP(=O)(O)O. Cell line: OVCAR-8. Synergy scores: CSS=11.5, Synergy_ZIP=5.02, Synergy_Bliss=6.59, Synergy_Loewe=0.143, Synergy_HSA=4.93. (6) Drug 1: C1=C(C(=O)NC(=O)N1)N(CCCl)CCCl. Drug 2: C1CNP(=O)(OC1)N(CCCl)CCCl. Cell line: RXF 393. Synergy scores: CSS=20.7, Synergy_ZIP=0.0947, Synergy_Bliss=7.88, Synergy_Loewe=-5.60, Synergy_HSA=4.96. (7) Drug 1: CN1C(=O)N2C=NC(=C2N=N1)C(=O)N. Drug 2: CC1=C2C(C(=O)C3(C(CC4C(C3C(C(C2(C)C)(CC1OC(=O)C(C(C5=CC=CC=C5)NC(=O)OC(C)(C)C)O)O)OC(=O)C6=CC=CC=C6)(CO4)OC(=O)C)O)C)O. Cell line: HCC-2998. Synergy scores: CSS=16.4, Synergy_ZIP=-3.95, Synergy_Bliss=-3.13, Synergy_Loewe=6.26, Synergy_HSA=2.45. (8) Drug 1: CS(=O)(=O)C1=CC(=C(C=C1)C(=O)NC2=CC(=C(C=C2)Cl)C3=CC=CC=N3)Cl. Drug 2: C1=NC2=C(N1)C(=S)N=C(N2)N. Cell line: HCC-2998. Synergy scores: CSS=16.4, Synergy_ZIP=0.186, Synergy_Bliss=2.00, Synergy_Loewe=-16.7, Synergy_HSA=1.77.